From a dataset of Full USPTO retrosynthesis dataset with 1.9M reactions from patents (1976-2016). Predict the reactants needed to synthesize the given product. (1) Given the product [N:29]1[CH:30]=[CH:31][C:26]([CH2:25][NH:24][C:18]([C:12]2[CH:11]=[C:10]3[C:15]([CH:16]=[CH:17][N:8]([CH2:7][C:6]4[CH:5]=[CH:4][C:3]([C:1]#[N:2])=[CH:23][CH:22]=4)[C:9]3=[O:21])=[CH:14][CH:13]=2)=[O:19])=[CH:27][CH:28]=1, predict the reactants needed to synthesize it. The reactants are: [C:1]([C:3]1[CH:23]=[CH:22][C:6]([CH2:7][N:8]2[CH:17]=[CH:16][C:15]3[C:10](=[CH:11][C:12]([C:18](O)=[O:19])=[CH:13][CH:14]=3)[C:9]2=[O:21])=[CH:5][CH:4]=1)#[N:2].[NH2:24][CH2:25][C:26]1[CH:31]=[CH:30][N:29]=[CH:28][CH:27]=1. (2) Given the product [CH3:31][S:32][C:33]1[CH:40]=[CH:39][CH:38]=[CH:37][C:34]=1[CH2:35][NH:36][CH2:22][C:21]1[CH:20]=[C:19]([C:18]2[C:17]3[C:12](=[C:13]([C:27]([F:30])([F:28])[F:29])[CH:14]=[CH:15][CH:16]=3)[N:11]=[CH:10][C:9]=2[C:1]([C:2]2[CH:7]=[CH:6][CH:5]=[CH:4][CH:3]=2)=[O:8])[CH:26]=[CH:25][CH:24]=1, predict the reactants needed to synthesize it. The reactants are: [C:1]([C:9]1[CH:10]=[N:11][C:12]2[C:17]([C:18]=1[C:19]1[CH:20]=[C:21]([CH:24]=[CH:25][CH:26]=1)[CH:22]=O)=[CH:16][CH:15]=[CH:14][C:13]=2[C:27]([F:30])([F:29])[F:28])(=[O:8])[C:2]1[CH:7]=[CH:6][CH:5]=[CH:4][CH:3]=1.[CH3:31][S:32][C:33]1[CH:40]=[CH:39][CH:38]=[CH:37][C:34]=1[CH2:35][NH2:36]. (3) The reactants are: [OH:1][C:2]1[CH:10]=[C:9]2[C:5]([CH:6]=[CH:7][N:8]2[C:11]2[N:15]([CH3:16])[N:14]=[C:13]([CH3:17])[C:12]=2/[CH:18]=[CH:19]/[C:20]([O:22][CH2:23][CH3:24])=[O:21])=[CH:4][CH:3]=1.[CH:25](O)([CH3:27])[CH3:26].C(P(CCCC)CCCC)CCC.N(C(N1CCCCC1)=O)=NC(N1CCCCC1)=O. Given the product [CH:25]([O:1][C:2]1[CH:10]=[C:9]2[C:5]([CH:6]=[CH:7][N:8]2[C:11]2[N:15]([CH3:16])[N:14]=[C:13]([CH3:17])[C:12]=2/[CH:18]=[CH:19]/[C:20]([O:22][CH2:23][CH3:24])=[O:21])=[CH:4][CH:3]=1)([CH3:27])[CH3:26], predict the reactants needed to synthesize it.